Dataset: Forward reaction prediction with 1.9M reactions from USPTO patents (1976-2016). Task: Predict the product of the given reaction. (1) Given the reactants [C:1]([C:5]1[CH:10]=[CH:9][C:8]([C:11]2[CH:19]=[C:18]3[C:14]([CH:15]=[CH:16][N:17]3[CH3:20])=[CH:13][CH:12]=2)=[CH:7][CH:6]=1)([CH3:4])([CH3:3])[CH3:2].C([Li])CCC.[C:26](=[O:28])=[O:27], predict the reaction product. The product is: [C:1]([C:5]1[CH:6]=[CH:7][C:8]([C:11]2[CH:19]=[C:18]3[C:14]([C:15]([C:26]([OH:28])=[O:27])=[CH:16][N:17]3[CH3:20])=[CH:13][CH:12]=2)=[CH:9][CH:10]=1)([CH3:4])([CH3:2])[CH3:3]. (2) Given the reactants [F:1][C:2]1[N:7]=[C:6]([CH:8]([OH:32])[CH:9]([NH:24]C(=O)OC(C)(C)C)[CH2:10][C:11]2[CH:16]=[CH:15][CH:14]=[C:13]([O:17][C:18]([F:23])([F:22])[CH:19]([F:21])[F:20])[CH:12]=2)[CH:5]=[CH:4][CH:3]=1, predict the reaction product. The product is: [NH2:24][CH:9]([CH2:10][C:11]1[CH:16]=[CH:15][CH:14]=[C:13]([O:17][C:18]([F:22])([F:23])[CH:19]([F:20])[F:21])[CH:12]=1)[CH:8]([C:6]1[CH:5]=[CH:4][CH:3]=[C:2]([F:1])[N:7]=1)[OH:32]. (3) Given the reactants [NH:1]1[CH:5]=[C:4]([C:6]2[CH:11]=[C:10]([C:12]([O:14]C)=[O:13])[CH:9]=[CH:8][N:7]=2)[N:3]=[CH:2]1.[F:16][C:17]1[CH:25]=[CH:24][C:20]([CH2:21][CH2:22]Br)=[CH:19][CH:18]=1.[OH-].[Na+], predict the reaction product. The product is: [F:16][C:17]1[CH:25]=[CH:24][C:20]([CH2:21][CH2:22][N:1]2[CH:5]=[C:4]([C:6]3[CH:11]=[C:10]([C:12]([OH:14])=[O:13])[CH:9]=[CH:8][N:7]=3)[N:3]=[CH:2]2)=[CH:19][CH:18]=1. (4) Given the reactants [CH3:1][O:2][C:3]1[CH:8]=[CH:7][CH:6]=[C:5]([N+:9]([O-])=O)[C:4]=1[NH:12][C:13]([CH:15]1[CH2:17][CH2:16]1)=O, predict the reaction product. The product is: [CH:15]1([C:13]2[NH:12][C:4]3[C:3]([O:2][CH3:1])=[CH:8][CH:7]=[CH:6][C:5]=3[N:9]=2)[CH2:17][CH2:16]1. (5) The product is: [Si:6]([O:13][CH2:14][C:15]1[C:16]2[N:17]([N:21]=[C:22]([C:24]([F:25])([F:26])[F:27])[CH:23]=2)[C:18]([CH:28]=[O:29])=[CH:19][CH:20]=1)([C:9]([CH3:12])([CH3:10])[CH3:11])([CH3:8])[CH3:7]. Given the reactants C([Li])CCC.[Si:6]([O:13][CH2:14][C:15]1[C:16]2[N:17]([N:21]=[C:22]([C:24]([F:27])([F:26])[F:25])[CH:23]=2)[CH:18]=[CH:19][CH:20]=1)([C:9]([CH3:12])([CH3:11])[CH3:10])([CH3:8])[CH3:7].[CH:28](OCC)=[O:29].[Cl-].[NH4+], predict the reaction product. (6) Given the reactants [F:1][C:2]1[CH:3]=[C:4]([CH2:8][CH2:9][N:10]2[CH2:14][CH2:13][C@@H:12]([NH:15][C:16]3[N:17]=[CH:18][C:19](/[CH:22]=[CH:23]/[C:24]([OH:26])=O)=[N:20][CH:21]=3)[CH2:11]2)[CH:5]=[CH:6][CH:7]=1.[NH2:27][O:28][CH:29]1[CH2:34][CH2:33][CH2:32][CH2:31][O:30]1, predict the reaction product. The product is: [F:1][C:2]1[CH:3]=[C:4]([CH2:8][CH2:9][N:10]2[CH2:14][CH2:13][C@@H:12]([NH:15][C:16]3[N:17]=[CH:18][C:19](/[CH:22]=[CH:23]/[C:24]([NH:27][O:28][CH:29]4[CH2:34][CH2:33][CH2:32][CH2:31][O:30]4)=[O:26])=[N:20][CH:21]=3)[CH2:11]2)[CH:5]=[CH:6][CH:7]=1. (7) The product is: [CH3:1][O:2][C:3]1[CH:28]=[C:27]([O:29][CH3:30])[CH:26]=[CH:25][C:4]=1[CH2:5][N:6]([C:19]1[CH:24]=[CH:23][N:22]=[CH:21][N:20]=1)[S:7]([C:10]1[CH:15]=[C:14]([F:16])[C:13]([O:42][C@H:38]2[CH2:39][CH2:40][CH2:41][C@@H:37]2[C:36]2[N:32]([CH3:31])[N:33]=[CH:34][CH:35]=2)=[CH:12][C:11]=1[F:18])(=[O:8])=[O:9]. Given the reactants [CH3:1][O:2][C:3]1[CH:28]=[C:27]([O:29][CH3:30])[CH:26]=[CH:25][C:4]=1[CH2:5][N:6]([C:19]1[CH:24]=[CH:23][N:22]=[CH:21][N:20]=1)[S:7]([C:10]1[CH:15]=[C:14]([F:16])[C:13](F)=[CH:12][C:11]=1[F:18])(=[O:9])=[O:8].[CH3:31][N:32]1[C:36]([C@H:37]2[CH2:41][CH2:40][CH2:39][C@@H:38]2[OH:42])=[CH:35][CH:34]=[N:33]1.[H-].[Na+].O, predict the reaction product.